From a dataset of Experimentally validated miRNA-target interactions with 360,000+ pairs, plus equal number of negative samples. Binary Classification. Given a miRNA mature sequence and a target amino acid sequence, predict their likelihood of interaction. Result: 0 (no interaction). The protein sequence of the target gene is MYSQQFGTVPREFKGPTPKAVIIRAKPPKAQRAEQHLKRIQRSYHKYHTTLASIKSNEENRLKCDWIQRNNHKTFDSLVQARVQDAMQGFVINTEERRNKLRELLASEENEYFSEMQLKGETIEEKKDKMRERTKLLREKKEKERQEFVAEKLDQQFRERCEELRTKLASIHEKKVVEERNAQIEFNKELKRQKLVEEHLFARLWEEDRLAKERREAQEEKRQRELVQNTRLGLDAQVTSIQAQRQGARRMKEEEARILEQNKAQIKREDEQEKLQKQKRRQETRSSLKKAVQDKIESMQ.... The miRNA is mmu-miR-151-5p with sequence UCGAGGAGCUCACAGUCUAGU.